Dataset: Reaction yield outcomes from USPTO patents with 853,638 reactions. Task: Predict the reaction yield, written as a fraction of the theoretical maximum amount of product (1.0 means a 100% yield; for example, 0.34 means a 34% yield). (1) The reactants are [OH:1][C@@H:2]1[CH2:6][CH2:5][N:4]([CH:7]2[CH2:12][CH2:11][N:10]([C:13]([O:15][C:16]([CH3:19])([CH3:18])[CH3:17])=[O:14])[CH2:9][CH2:8]2)[C:3]1=[O:20].C(N(CC)CC)C.[CH3:28][S:29](Cl)(=[O:31])=[O:30]. The catalyst is C1COCC1. The product is [CH3:28][S:29]([O:1][C@@H:2]1[CH2:6][CH2:5][N:4]([CH:7]2[CH2:8][CH2:9][N:10]([C:13]([O:15][C:16]([CH3:17])([CH3:19])[CH3:18])=[O:14])[CH2:11][CH2:12]2)[C:3]1=[O:20])(=[O:31])=[O:30]. The yield is 0.976. (2) The reactants are [C:1]([O:7][CH2:8][N:9]1[C:13]2[N:14]=[CH:15][N:16]=[C:17]([C:18]3[CH:19]=[N:20][N:21]([CH:23]([CH:27]4[CH2:31][CH2:30][CH2:29][CH2:28]4)[CH2:24][C:25]#[N:26])[CH:22]=3)[C:12]=2[CH:11]=[CH:10]1)(=[O:6])[C:2]([CH3:5])([CH3:4])[CH3:3].C[Si](CCOCCl)(C)C.ClC1C2C=CNC=2N=CN=1. The catalyst is C(O)C. The product is [C:1]([O:7][CH2:8][N:9]1[C:13]2[N:14]=[CH:15][N:16]=[C:17]([C:18]3[CH:19]=[N:20][N:21]([C@@H:23]([CH:27]4[CH2:31][CH2:30][CH2:29][CH2:28]4)[CH2:24][C:25]#[N:26])[CH:22]=3)[C:12]=2[CH:11]=[CH:10]1)(=[O:6])[C:2]([CH3:4])([CH3:5])[CH3:3].[C:1]([O:7][CH2:8][N:9]1[C:13]2[N:14]=[CH:15][N:16]=[C:17]([C:18]3[CH:19]=[N:20][N:21]([C@H:23]([CH:27]4[CH2:31][CH2:30][CH2:29][CH2:28]4)[CH2:24][C:25]#[N:26])[CH:22]=3)[C:12]=2[CH:11]=[CH:10]1)(=[O:6])[C:2]([CH3:4])([CH3:5])[CH3:3]. The yield is 0.908. (3) The reactants are [Cl:1][C:2]1[CH:9]=[C:8]([C:10]([CH3:13])([CH3:12])[CH3:11])[CH:7]=[CH:6][C:3]=1[CH2:4][OH:5]. The catalyst is C(Cl)(Cl)Cl.[O-2].[O-2].[Mn+4]. The product is [Cl:1][C:2]1[CH:9]=[C:8]([C:10]([CH3:13])([CH3:12])[CH3:11])[CH:7]=[CH:6][C:3]=1[CH:4]=[O:5]. The yield is 0.790.